From a dataset of Forward reaction prediction with 1.9M reactions from USPTO patents (1976-2016). Predict the product of the given reaction. (1) Given the reactants [C:1]1(/[CH:7]=[CH:8]/[CH2:9][CH2:10][CH2:11][CH2:12][C:13]#[C:14][C:15](=[O:17])[CH3:16])[CH:6]=[CH:5][CH:4]=[CH:3][CH:2]=1, predict the reaction product. The product is: [CH2:5]1[C:6]2[C:1](=[CH:7][C:8]3[C:13]([C:14]=2[C:15](=[O:17])[CH3:16])=[CH:12][CH:11]=[CH:10][CH:9]=3)[CH2:2][CH2:3][CH2:4]1. (2) Given the reactants [NH2:1][C:2]1[S:3][CH:4]=[C:5]([C:7]([O:9][CH2:10][CH3:11])=[O:8])[N:6]=1.[C:12](Cl)(Cl)=[O:13], predict the reaction product. The product is: [CH2:10]([O:9][C:7]([C:5]1[N:6]=[C:2]([N:1]=[C:12]=[O:13])[S:3][CH:4]=1)=[O:8])[CH3:11]. (3) The product is: [Cl:1][C:2]1[CH:7]=[C:6]([NH:20][C:18]2[CH:17]=[N:16][N:15]([CH3:14])[CH:19]=2)[N:5]=[C:4]2[NH:9][CH:10]=[C:11]([C:12]#[N:13])[C:3]=12. Given the reactants [Cl:1][C:2]1[CH:7]=[C:6](Cl)[N:5]=[C:4]2[NH:9][CH:10]=[C:11]([C:12]#[N:13])[C:3]=12.[CH3:14][N:15]1[CH:19]=[C:18]([NH2:20])[CH:17]=[N:16]1.CC(C)([O-])C.[Na+].C1(P(C2C=CC=CC=2)C2C3OC4C(=CC=CC=4P(C4C=CC=CC=4)C4C=CC=CC=4)C(C)(C)C=3C=CC=2)C=CC=CC=1, predict the reaction product. (4) Given the reactants C([O:4][CH2:5][C:6]1[C:11]([O:12][CH3:13])=[CH:10][N:9]=[C:8]([C:14]2[CH:19]=[CH:18][C:17]([CH2:20][CH2:21][CH2:22][C:23]3[N:27]([CH2:28][CH3:29])[C:26](=[O:30])[N:25]([CH2:31][C:32]4[CH:37]=[CH:36][C:35]([C:38]([CH3:41])([CH3:40])[CH3:39])=[CH:34][CH:33]=4)[N:24]=3)=[CH:16][CH:15]=2)[N:7]=1)(=O)C.CO.C([O-])([O-])=O.[K+].[K+], predict the reaction product. The product is: [C:38]([C:35]1[CH:34]=[CH:33][C:32]([CH2:31][N:25]2[C:26](=[O:30])[N:27]([CH2:28][CH3:29])[C:23]([CH2:22][CH2:21][CH2:20][C:17]3[CH:18]=[CH:19][C:14]([C:8]4[N:7]=[C:6]([CH2:5][OH:4])[C:11]([O:12][CH3:13])=[CH:10][N:9]=4)=[CH:15][CH:16]=3)=[N:24]2)=[CH:37][CH:36]=1)([CH3:39])([CH3:40])[CH3:41]. (5) Given the reactants [OH:1][C@:2]([C:32]1[CH:36]=[C:35]([CH3:37])[O:34][N:33]=1)([CH3:31])[C:3]#[C:4][C:5]1[CH:6]=[CH:7][C:8]2[O:14][CH2:13][CH2:12][N:11]3[C:15]([C:21]([NH:23][CH:24]4[CH2:29]COC[CH2:25]4)=[O:22])=[C:16]([C:18]([NH2:20])=[O:19])[N:17]=[C:10]3[C:9]=2[CH:30]=1.Cl.[C:39](N)(C)(C)C, predict the reaction product. The product is: [C:24]([NH:23][C:21]([C:15]1[N:11]2[CH2:12][CH2:13][O:14][C:8]3[CH:7]=[CH:6][C:5]([C:4]#[C:3][C@@:2]([OH:1])([C:32]4[CH:36]=[C:35]([CH3:37])[O:34][N:33]=4)[CH3:31])=[CH:30][C:9]=3[C:10]2=[N:17][C:16]=1[C:18]([NH2:20])=[O:19])=[O:22])([CH3:25])([CH3:29])[CH3:39].